Dataset: Catalyst prediction with 721,799 reactions and 888 catalyst types from USPTO. Task: Predict which catalyst facilitates the given reaction. (1) Reactant: [F:1][C:2]1[C:3]([S:14]([CH3:17])(=[O:16])=[O:15])=[CH:4][C:5]([N+:11]([O-:13])=[O:12])=[C:6]([CH:10]=1)[C:7]([OH:9])=[O:8].C(O[C:22]([CH3:25])([CH3:24])[CH3:23])(=O)C.Cl(O)(=O)(=O)=O. Product: [F:1][C:2]1[C:3]([S:14]([CH3:17])(=[O:16])=[O:15])=[CH:4][C:5]([N+:11]([O-:13])=[O:12])=[C:6]([CH:10]=1)[C:7]([O:9][C:22]([CH3:25])([CH3:24])[CH3:23])=[O:8]. The catalyst class is: 23. (2) The catalyst class is: 8. Reactant: Br[CH2:2][C:3]([C:5]1[CH:10]=[CH:9][C:8]([NH:11][S:12]([C:15]2[S:19][C:18]3[CH:20]=[CH:21][C:22]([F:24])=[CH:23][C:17]=3[C:16]=2[CH3:25])(=[O:14])=[O:13])=[C:7]([S:26]([CH3:29])(=[O:28])=[O:27])[CH:6]=1)=O.O1CCOCC1.C(=O)([O-])O.[Na+].[C:41]([NH2:44])(=[S:43])[CH3:42]. Product: [F:24][C:22]1[CH:21]=[CH:20][C:18]2[S:19][C:15]([S:12]([NH:11][C:8]3[CH:9]=[CH:10][C:5]([C:3]4[N:44]=[C:41]([CH3:42])[S:43][CH:2]=4)=[CH:6][C:7]=3[S:26]([CH3:29])(=[O:28])=[O:27])(=[O:13])=[O:14])=[C:16]([CH3:25])[C:17]=2[CH:23]=1. (3) Reactant: [OH:1][CH2:2][C:3]([NH:5][NH2:6])=[O:4].[CH3:7][N:8]=[C:9]=[S:10]. Product: [OH:1][CH2:2][C:3]([NH:5][NH:6][C:9]([SH:10])=[N:8][CH3:7])=[O:4]. The catalyst class is: 14. (4) Reactant: [NH2:1][CH:2]1[CH:10]([CH2:11][C:12]2[CH:17]=[CH:16][CH:15]=[CH:14][CH:13]=2)[C:9]2[C:4](=[CH:5][CH:6]=[C:7]([O:18][CH2:19][CH2:20][NH:21][S:22]([C:25]3[N:26]=[CH:27][N:28]([CH3:30])[CH:29]=3)(=[O:24])=[O:23])[CH:8]=2)[CH2:3]1.C(NC(C)C)(C)C.[Cl:38][CH2:39][C:40]([CH3:45])([CH3:44])[C:41](Cl)=[O:42].Cl. Product: [CH2:11]([CH:10]1[C:9]2[C:4](=[CH:5][CH:6]=[C:7]([O:18][CH2:19][CH2:20][NH:21][S:22]([C:25]3[N:26]=[CH:27][N:28]([CH3:30])[CH:29]=3)(=[O:24])=[O:23])[CH:8]=2)[CH2:3][CH:2]1[NH:1][C:41](=[O:42])[C:40]([CH3:45])([CH3:44])[CH2:39][Cl:38])[C:12]1[CH:13]=[CH:14][CH:15]=[CH:16][CH:17]=1. The catalyst class is: 4. (5) Reactant: O[Li].O.C[O:5][C:6]([C:8]1([C:11](=[O:25])[NH:12][C:13]2[CH:18]=[CH:17][C:16]([C:19]3[CH:24]=[CH:23][CH:22]=[CH:21][CH:20]=3)=[CH:15][CH:14]=2)[CH2:10][CH2:9]1)=[O:7].C1COCC1.O. Product: [C:16]1([C:19]2[CH:20]=[CH:21][CH:22]=[CH:23][CH:24]=2)[CH:17]=[CH:18][C:13]([NH:12][C:11]([C:8]2([C:6]([OH:7])=[O:5])[CH2:10][CH2:9]2)=[O:25])=[CH:14][CH:15]=1. The catalyst class is: 5. (6) Reactant: Br[C:2]1[C:7]([OH:8])=[CH:6][CH:5]=[CH:4][N:3]=1.[Br:9][C:10]1[CH:11]=[C:12]([SH:16])[CH:13]=[CH:14][CH:15]=1.CC(C)=O.C(OCC)(=O)C. Product: [Br:9][C:10]1[CH:11]=[C:12]([S:16][C:2]2[C:7]([OH:8])=[CH:6][CH:5]=[CH:4][N:3]=2)[CH:13]=[CH:14][CH:15]=1. The catalyst class is: 7. (7) Reactant: [C:1](CCC(NC[C@]12CC[C@@H](C(C)=C)[C@@H]1[C@@H]1[C@@](C)(CC2)[C@@]2(C)[C@@H]([C@]3(C)[C@@H](CC2)C(C)(C)C(C2C=CC(C(O)=O)=CC=2)=CC3)CC1)=O)(O)=[O:2].[C:48]([OH:54])([C:50]([F:53])([F:52])[F:51])=[O:49]. Product: [C:48]([OH:54])([C:50]([F:53])([F:52])[F:51])=[O:49].[CH3:1][OH:2]. The catalyst class is: 5.